Predict which catalyst facilitates the given reaction. From a dataset of Catalyst prediction with 721,799 reactions and 888 catalyst types from USPTO. (1) Product: [C:1]([N:4]1[CH:10]2[CH:8]([CH:9]2[CH2:11][OH:12])[N:7]([CH2:16][C:17]2[CH:18]=[CH:19][C:20]([F:23])=[CH:21][CH:22]=2)[C:6](=[O:24])[CH2:5]1)(=[O:3])[CH3:2]. The catalyst class is: 14. Reactant: [C:1]([N:4]1[CH:10]2[CH:8]([CH:9]2[C:11](OCC)=[O:12])[N:7]([CH2:16][C:17]2[CH:22]=[CH:21][C:20]([F:23])=[CH:19][CH:18]=2)[C:6](=[O:24])[CH2:5]1)(=[O:3])[CH3:2].[BH4-].[Na+].CO. (2) Reactant: [NH2:1][C:2]1[N:10]=[CH:9][CH:8]=[CH:7][C:3]=1[C:4]([OH:6])=O.ON1C2C=CC=CC=2N=N1.CCN=C=NCCCN(C)C.[N:32]1[CH:37]=[CH:36][CH:35]=[C:34]([O:38][C:39]2[CH:46]=[CH:45][C:42]([CH2:43][NH2:44])=[CH:41][CH:40]=2)[CH:33]=1.C(=O)(O)[O-].[Na+]. The catalyst class is: 3. Product: [N:32]1[CH:37]=[CH:36][CH:35]=[C:34]([O:38][C:39]2[CH:46]=[CH:45][C:42]([CH2:43][NH:44][C:4](=[O:6])[C:3]3[CH:7]=[CH:8][CH:9]=[N:10][C:2]=3[NH2:1])=[CH:41][CH:40]=2)[CH:33]=1. (3) Reactant: I[CH:2]1[CH2:6][CH2:5][CH2:4][CH2:3]1.[Cl:7][C:8]1[CH:13]=[CH:12][C:11]([C@:14]2([O:23][C@H:22]([CH2:24][OH:25])[C@@H:20]([OH:21])[C@H:18]([OH:19])[C@H:16]2[OH:17])[OH:15])=[CH:10][C:9]=1[CH2:26][C:27]1[CH:32]=[CH:31][C:30]([OH:33])=[CH:29][CH:28]=1.C(=O)([O-])[O-].[Cs+].[Cs+].[Cl-].[Na+]. Product: [Cl:7][C:8]1[CH:13]=[CH:12][C:11]([C@:14]2([O:23][C@H:22]([CH2:24][OH:25])[C@@H:20]([OH:21])[C@H:18]([OH:19])[C@H:16]2[OH:17])[OH:15])=[CH:10][C:9]=1[CH2:26][C:27]1[CH:28]=[CH:29][C:30]([O:33][CH:2]2[CH2:6][CH2:5][CH2:4][CH2:3]2)=[CH:31][CH:32]=1. The catalyst class is: 9.